This data is from Full USPTO retrosynthesis dataset with 1.9M reactions from patents (1976-2016). The task is: Predict the reactants needed to synthesize the given product. Given the product [O:1]=[C:2]1[CH2:7][S:6][C:5]2[CH:8]=[CH:9][C:10]([C:12]([OH:14])=[O:13])=[N:11][C:4]=2[NH:3]1, predict the reactants needed to synthesize it. The reactants are: [O:1]=[C:2]1[CH2:7][S:6][C:5]2[CH:8]=[CH:9][C:10]([CH:12]=[O:13])=[N:11][C:4]=2[NH:3]1.[OH:14]OS([O-])=O.[K+].